From a dataset of Catalyst prediction with 721,799 reactions and 888 catalyst types from USPTO. Predict which catalyst facilitates the given reaction. (1) The catalyst class is: 4. Product: [C:13]([O:9][CH2:8][C:5]1[CH:4]=[CH:3][C:2]([Cl:1])=[N:7][CH:6]=1)([CH3:16])([CH3:15])[CH3:14]. Reactant: [Cl:1][C:2]1[N:7]=[CH:6][C:5]([CH2:8][OH:9])=[CH:4][CH:3]=1.C(OC(O[C:13]([CH3:16])([CH3:15])[CH3:14])=O)(O[C:13]([CH3:16])([CH3:15])[CH3:14])=O.Cl([O-])(=O)(=O)=O.[Mg+2].Cl([O-])(=O)(=O)=O. (2) Reactant: [N+:1]([C:4]1[CH:5]=[C:6]([C:10]2[CH:18]=[C:17]3[C:13]([C:14]([C:25]4[CH:30]=[CH:29][C:28]([OH:31])=[CH:27][CH:26]=4)=[CH:15][N:16]3[C:19]3[CH:24]=[CH:23][N:22]=[CH:21][CH:20]=3)=[CH:12][CH:11]=2)[CH:7]=[CH:8][CH:9]=1)([O-])=O. Product: [NH2:1][C:4]1[CH:5]=[C:6]([C:10]2[CH:18]=[C:17]3[C:13]([C:14]([C:25]4[CH:30]=[CH:29][C:28]([OH:31])=[CH:27][CH:26]=4)=[CH:15][N:16]3[C:19]3[CH:20]=[CH:21][N:22]=[CH:23][CH:24]=3)=[CH:12][CH:11]=2)[CH:7]=[CH:8][CH:9]=1. The catalyst class is: 352. (3) The catalyst class is: 35. Reactant: [CH2:1](N(CC)CC)C.[C:8]([O:11][CH2:12][C:13]([CH3:43])([CH3:42])[CH2:14][N:15]1[C:21]2[CH:22]=[CH:23][C:24](Cl)=[CH:25][C:20]=2[C@@H:19]([C:27]2C=CC=C(OC)[C:28]=2OC)[O:18][C@H:17]([CH2:37][C:38](O)=[O:39])[C:16]1=[O:41])(=[O:10])[CH3:9].ClC(OCC(C)C)=O.[ClH:52].[NH2:53][C:54]1[CH:55]=[CH:56][C:57]([CH3:64])=[C:58]([CH:63]=1)[C:59]([O:61][CH3:62])=[O:60].N1[CH:70]=[CH:69][CH:68]=[CH:67][CH:66]=1.Cl. Product: [C:8]([O:11][CH2:12][C:13]([CH3:43])([CH3:42])[CH2:14][N:15]1[C:21]2[CH:22]=[CH:23][C:24]([Cl:52])=[CH:25][C:20]=2[C@H:19]([C:27]2[CH:66]=[CH:67][CH:68]=[C:69]([CH3:70])[C:28]=2[CH3:1])[O:18][C@H:17]([CH2:37][C:38]([NH:53][C:54]2[CH:55]=[CH:56][C:57]([CH3:64])=[C:58]([CH:63]=2)[C:59]([O:61][CH3:62])=[O:60])=[O:39])[C:16]1=[O:41])(=[O:10])[CH3:9]. (4) Reactant: [H-].[Na+].[CH2:3]1[CH2:7]OC[CH2:4]1.[CH2:8]([OH:20])[CH2:9][O:10][CH2:11][CH2:12][O:13][CH2:14][CH2:15][O:16][CH2:17][CH2:18][OH:19]. Product: [CH2:7]([O:19][CH2:18][CH2:17][O:16][CH2:15][CH2:14][O:13][CH2:12][CH2:11][O:10][CH2:9][CH2:8][OH:20])[CH:3]=[CH2:4]. The catalyst class is: 6. (5) Reactant: [Br:1][CH2:2][C:3]([C:5]1[C:14]2[C:9](=[CH:10][CH:11]=[CH:12][CH:13]=2)[C:8]([F:15])=[CH:7][CH:6]=1)=O.[NH:16]1[CH2:20][CH2:19][NH:18][C:17]1=[S:21].CCO. Product: [BrH:1].[F:15][C:8]1[C:9]2[C:14](=[CH:13][CH:12]=[CH:11][CH:10]=2)[C:5]([C:3]2[N:18]3[CH2:19][CH2:20][N:16]=[C:17]3[S:21][CH:2]=2)=[CH:6][CH:7]=1. The catalyst class is: 52. (6) Reactant: [O:1]([CH2:8][C:9]1[CH:14]=[CH:13][C:12]([CH2:15][OH:16])=[CH:11][CH:10]=1)[C:2]1[CH:7]=[CH:6][CH:5]=[CH:4][CH:3]=1.[CH3:17][O:18][C:19](=[O:31])[C@H:20]([N:28]=[C:29]=[O:30])[CH2:21][C:22]1[CH:27]=[CH:26][CH:25]=[CH:24][CH:23]=1. Product: [CH3:17][O:18][C:19](=[O:31])[C@H:20]([NH:28][C:29]([O:16][CH2:15][C:12]1[CH:11]=[CH:10][C:9]([CH2:8][O:1][C:2]2[CH:7]=[CH:6][CH:5]=[CH:4][CH:3]=2)=[CH:14][CH:13]=1)=[O:30])[CH2:21][C:22]1[CH:23]=[CH:24][CH:25]=[CH:26][CH:27]=1. The catalyst class is: 277.